Dataset: Catalyst prediction with 721,799 reactions and 888 catalyst types from USPTO. Task: Predict which catalyst facilitates the given reaction. (1) Product: [C:2]1([NH:1][CH:29]2[C:28]3[C:35]([CH3:36])=[C:24]([N:21]4[CH2:20][CH2:19][CH:18]([C:12]5[CH:13]=[CH:14][C:15]([O:16][CH3:17])=[C:10]([O:9][CH3:8])[CH:11]=5)[CH2:23][CH2:22]4)[C:25]([CH3:38])=[C:26]([CH3:37])[C:27]=3[O:31][C:30]2([CH3:33])[CH3:32])[CH:7]=[CH:6][CH:5]=[CH:4][CH:3]=1. Reactant: [NH2:1][C:2]1[CH:7]=[CH:6][CH:5]=[CH:4][CH:3]=1.[CH3:8][O:9][C:10]1[CH:11]=[C:12]([CH:18]2[CH2:23][CH2:22][N:21]([C:24]3[C:25]([CH3:38])=[C:26]([CH3:37])[C:27]4[O:31][C:30]([CH3:33])([CH3:32])[CH:29](O)[C:28]=4[C:35]=3[CH3:36])[CH2:20][CH2:19]2)[CH:13]=[CH:14][C:15]=1[O:16][CH3:17]. The catalyst class is: 5. (2) Reactant: [H-].C([Al+]CC(C)C)C(C)C.[Br:11][C:12]1[CH:21]=[N:20][CH:19]=[CH:18][C:13]=1[C:14](OC)=[O:15]. Product: [Br:11][C:12]1[CH:21]=[N:20][CH:19]=[CH:18][C:13]=1[CH2:14][OH:15]. The catalyst class is: 2. (3) Reactant: [CH2:1]([NH:6][CH2:7][CH2:8][CH2:9][CH2:10][CH3:11])[CH2:2][CH2:3][CH2:4][CH3:5].[CH3:12][O:13][C:14]1[CH:22]=[CH:21][C:20]([CH:23]=[O:24])=[CH:19][C:15]=1[C:16]([OH:18])=O.ON1C2N=CC=CC=2N=N1.CN1CCOCC1.Cl.CN(C)CCCN=C=NCC. Product: [CH2:7]([N:6]([CH2:1][CH2:2][CH2:3][CH2:4][CH3:5])[C:16](=[O:18])[C:15]1[CH:19]=[C:20]([CH:23]=[O:24])[CH:21]=[CH:22][C:14]=1[O:13][CH3:12])[CH2:8][CH2:9][CH2:10][CH3:11]. The catalyst class is: 42. (4) Reactant: [Cl:1][C:2]1[CH:14]=[C:13]([Cl:15])[CH:12]=[CH:11][C:3]=1[O:4][CH2:5][S:6][CH2:7][C:8]([OH:10])=O.C1C=CC2N(O)N=NC=2C=1.CCN=C=NCCCN(C)C.CCN(C(C)C)C(C)C.[CH3:46][NH:47][CH:48]1[CH:55]2[CH2:56][C:51]3([OH:58])[CH2:52][CH:53]([CH2:57][CH:49]1[CH2:50]3)[CH2:54]2. Product: [Cl:1][C:2]1[CH:14]=[C:13]([Cl:15])[CH:12]=[CH:11][C:3]=1[O:4][CH2:5][S:6][CH2:7][C:8]([N:47]([CH:48]1[CH:55]2[CH2:54][CH:53]3[CH2:52][C:51]([OH:58])([CH2:50][CH:49]1[CH2:57]3)[CH2:56]2)[CH3:46])=[O:10]. The catalyst class is: 1. (5) Reactant: [C:1]([C:3]1[CH:8]=[CH:7][C:6]([C:9]2[S:10][C:11]([S:15]([NH:18][C:19]3[N:24]=[C:23]([NH:25]C(=O)OC(C)(C)C)[CH:22]=[C:21]([CH3:33])[CH:20]=3)(=[O:17])=[O:16])=[C:12]([CH3:14])[N:13]=2)=[CH:5][CH:4]=1)#[N:2].FC(F)(F)C(O)=O.C(=O)(O)[O-].[Na+]. Product: [NH2:25][C:23]1[N:24]=[C:19]([NH:18][S:15]([C:11]2[S:10][C:9]([C:6]3[CH:5]=[CH:4][C:3]([C:1]#[N:2])=[CH:8][CH:7]=3)=[N:13][C:12]=2[CH3:14])(=[O:17])=[O:16])[CH:20]=[C:21]([CH3:33])[CH:22]=1. The catalyst class is: 4. (6) The catalyst class is: 1. Reactant: [F:1][C:2]1[C:7]([F:8])=[C:6]([CH2:9][CH2:10][CH2:11][CH2:12][C@H:13]2[CH2:18][CH2:17][C@H:16]([C@H:19]3[CH2:24][CH2:23][C@H:22]([CH2:25][CH2:26][CH3:27])[CH2:21][CH2:20]3)[CH2:15][CH2:14]2)[CH:5]=[CH:4][CH:3]=1.C([Li])(CC)C.[I:33]I.S([O-])([O-])(=O)=S.[Na+].[Na+]. Product: [F:1][C:2]1[C:7]([F:8])=[C:6]([CH2:9][CH2:10][CH2:11][CH2:12][C@H:13]2[CH2:18][CH2:17][C@H:16]([C@H:19]3[CH2:20][CH2:21][C@H:22]([CH2:25][CH2:26][CH3:27])[CH2:23][CH2:24]3)[CH2:15][CH2:14]2)[CH:5]=[CH:4][C:3]=1[I:33]. (7) Reactant: [CH2:1]([C:8]1[S:12][C:11](Br)=[N:10][CH:9]=1)[C:2]1[CH:7]=[CH:6][CH:5]=[CH:4][CH:3]=1.[Li]CCCC.CCCCCC.CN([CH:28]=[O:29])C. Product: [CH2:1]([C:8]1[S:12][C:11]([CH:28]=[O:29])=[N:10][CH:9]=1)[C:2]1[CH:7]=[CH:6][CH:5]=[CH:4][CH:3]=1. The catalyst class is: 1. (8) Reactant: COP([CH2:7][C:8](=[O:29])[CH2:9][CH2:10][CH2:11][CH2:12][C:13]1[CH:18]=[CH:17][CH:16]=[C:15]([NH:19][CH2:20][C:21]2[CH:26]=[CH:25][C:24]([O:27][CH3:28])=[CH:23][CH:22]=2)[N:14]=1)(=O)OC.[N:30]1[CH:35]=[C:34](C=O)[CH:33]=[N:32][CH:31]=1.[C:38]([O-])([O-])=O.[K+].[K+]. Product: [CH3:28][O:27][C:24]1[CH:23]=[CH:22][C:21]([CH2:20][NH:19][C:15]2[N:14]=[C:13]([CH2:12][CH2:11][CH2:10][CH2:9][C:8](=[O:29])[CH:7]=[CH:38][C:35]3[CH:34]=[CH:33][N:32]=[CH:31][N:30]=3)[CH:18]=[CH:17][CH:16]=2)=[CH:26][CH:25]=1. The catalyst class is: 3. (9) Reactant: CC1C=CC(S(O[CH2:12][CH2:13][CH2:14][CH2:15][C:16]2[C:24]3[C:19](=[CH:20][CH:21]=[C:22]([C:25]#[N:26])[CH:23]=3)[NH:18][CH:17]=2)(=O)=O)=CC=1.[F:27][C:28]1[CH:29]=[N:30][C:31]([N:34]2[CH2:39][CH2:38][NH:37][CH2:36][CH2:35]2)=[N:32][CH:33]=1.C(=O)([O-])[O-].[K+].[K+].[I-].[K+]. Product: [F:27][C:28]1[CH:29]=[N:30][C:31]([N:34]2[CH2:35][CH2:36][N:37]([CH2:12][CH2:13][CH2:14][CH2:15][C:16]3[C:24]4[C:19](=[CH:20][CH:21]=[C:22]([C:25]#[N:26])[CH:23]=4)[NH:18][CH:17]=3)[CH2:38][CH2:39]2)=[N:32][CH:33]=1. The catalyst class is: 10. (10) Reactant: Cl[C:2]1([C:19]2[CH:23]=[CH:22][S:21][CH:20]=2)[C:10]2[C:5](=[CH:6][CH:7]=[C:8]([C:11]3[C:12]([CH3:17])=[N:13][O:14][C:15]=3[CH3:16])[CH:9]=2)[NH:4][C:3]1=[O:18].CCN(C(C)C)C(C)C.[NH2:33][CH2:34][CH2:35][OH:36]. Product: [CH3:17][C:12]1[C:11]([C:8]2[CH:9]=[C:10]3[C:5](=[CH:6][CH:7]=2)[NH:4][C:3](=[O:18])[C:2]3([NH:33][CH2:34][CH2:35][OH:36])[C:19]2[CH:23]=[CH:22][S:21][CH:20]=2)=[C:15]([CH3:16])[O:14][N:13]=1. The catalyst class is: 34.